This data is from Peptide-MHC class II binding affinity with 134,281 pairs from IEDB. The task is: Regression. Given a peptide amino acid sequence and an MHC pseudo amino acid sequence, predict their binding affinity value. This is MHC class II binding data. The peptide sequence is SNQNEKVFEESEYFR. The MHC is DRB1_0101 with pseudo-sequence DRB1_0101. The binding affinity (normalized) is 0.0636.